From a dataset of Full USPTO retrosynthesis dataset with 1.9M reactions from patents (1976-2016). Predict the reactants needed to synthesize the given product. (1) Given the product [C:35]([C:34]1[CH:33]=[CH:32][C:31]([CH:18]([O:17][C:16]2[CH:39]=[CH:40][C:41]([O:42][CH3:43])=[C:14]([O:13][CH3:12])[CH:15]=2)[CH2:19][CH2:20][CH2:21][N:22]2[CH2:29][CH:28]3[O:30][CH:24]([CH2:25][N:26]([C:4]([NH:3][CH2:1][CH3:2])=[O:5])[CH2:27]3)[CH2:23]2)=[CH:38][CH:37]=1)#[N:36], predict the reactants needed to synthesize it. The reactants are: [CH2:1]([N:3]=[C:4]=[O:5])[CH3:2].C([O-])([O-])=O.[K+].[K+].[CH3:12][O:13][C:14]1[CH:15]=[C:16]([CH:39]=[CH:40][C:41]=1[O:42][CH3:43])[O:17][CH:18]([C:31]1[CH:38]=[CH:37][C:34]([C:35]#[N:36])=[CH:33][CH:32]=1)[CH2:19][CH2:20][CH2:21][N:22]1[CH2:29][CH:28]2[O:30][CH:24]([CH2:25][NH:26][CH2:27]2)[CH2:23]1. (2) Given the product [CH3:11][O:12][C:13]1[CH:14]=[CH:15][C:16]([CH2:17][N:18]2[C:23]3[C:22](=[CH:27][CH:26]=[CH:25][CH:24]=3)[C:21](=[O:28])[CH:3]([C:1]#[N:2])[C:19]2=[O:29])=[CH:30][CH:31]=1, predict the reactants needed to synthesize it. The reactants are: [C:1]([CH2:3]C(OCC)=O)#[N:2].[H-].[Na+].[CH3:11][O:12][C:13]1[CH:31]=[CH:30][C:16]([CH2:17][N:18]2[C:23]3[CH:24]=[CH:25][CH:26]=[CH:27][C:22]=3[C:21](=[O:28])O[C:19]2=[O:29])=[CH:15][CH:14]=1. (3) Given the product [Br:18][C:19]1[CH:20]=[CH:21][C:22]([C:25]2[CH:30]=[CH:29][CH:28]=[CH:27][CH:26]=2)=[CH:23][CH:24]=1, predict the reactants needed to synthesize it. The reactants are: BrC1C=CC(Br)=CC=1.C1(B(O)O)C=CC=CC=1.[Br:18][C:19]1[CH:24]=[CH:23][C:22]([C:25]2[CH:30]=[CH:29][CH:28]=[CH:27][C:26]=2OC)=[CH:21][CH:20]=1. (4) Given the product [C:26]([C:3]1[CH:4]=[C:5]2[C:9](=[CH:10][C:2]=1[F:1])[N:8]([Si:11]([CH:15]([CH3:17])[CH3:16])([CH:18]([CH3:20])[CH3:19])[CH:12]([CH3:13])[CH3:14])[CH:7]=[CH:6]2)([O:27][CH2:28][CH3:29])=[O:30], predict the reactants needed to synthesize it. The reactants are: [F:1][C:2]1[CH:10]=[C:9]2[C:5]([CH:6]=[CH:7][N:8]2[Si:11]([CH:18]([CH3:20])[CH3:19])([CH:15]([CH3:17])[CH3:16])[CH:12]([CH3:14])[CH3:13])=[CH:4][CH:3]=1.C([Li])(CC)C.[C:26](=O)([O:30]CC)[O:27][CH2:28][CH3:29].[Cl-].[NH4+]. (5) Given the product [Cl:14][C:12]1[N:11]=[C:10]2[C:6]([N:7]=[CH:8][N:9]2[CH:15]2[CH2:19][CH2:18][CH2:17][CH2:16]2)=[C:5]([NH:4][CH2:3][CH2:2][NH:1][S:37]([C:34]2[CH:35]=[CH:36][C:31]([CH3:30])=[CH:32][CH:33]=2)(=[O:39])=[O:38])[N:13]=1, predict the reactants needed to synthesize it. The reactants are: [NH2:1][CH2:2][CH2:3][NH:4][C:5]1[N:13]=[C:12]([Cl:14])[N:11]=[C:10]2[C:6]=1[N:7]=[CH:8][N:9]2[CH:15]1[CH2:19][CH2:18][CH2:17][CH2:16]1.C(Cl)Cl.CCN(CC)CC.[CH3:30][C:31]1[CH:36]=[CH:35][C:34]([S:37](Cl)(=[O:39])=[O:38])=[CH:33][CH:32]=1.